This data is from Reaction yield outcomes from USPTO patents with 853,638 reactions. The task is: Predict the reaction yield, written as a fraction of the theoretical maximum amount of product (1.0 means a 100% yield; for example, 0.34 means a 34% yield). (1) The yield is 0.830. The reactants are [Cl:1][C:2]1[CH:7]=[CH:6][N:5]([C:8]([O:10][C:11]2[CH:16]=CC=C[CH:12]=2)=[O:9])[CH:4]([CH2:17][CH2:18][CH2:19][CH2:20][CH2:21][CH2:22][CH2:23][CH2:24][CH2:25][CH2:26][CH3:27])[CH:3]=1.[CH3:28]C(C)([O-])C.[K+].CCOC(C)=O. The catalyst is C1COCC1. The product is [C:11]([O:10][C:8]([N:5]1[CH:6]=[CH:7][C:2]([Cl:1])=[CH:3][CH:4]1[CH2:17][CH2:18][CH2:19][CH2:20][CH2:21][CH2:22][CH2:23][CH2:24][CH2:25][CH2:26][CH3:27])=[O:9])([CH3:12])([CH3:16])[CH3:28]. (2) The reactants are [F:1][C:2]([F:20])([F:19])[C:3]1[CH:8]=[CH:7][C:6]([C:9]2[C:13]([C:14](OCC)=[O:15])=[CH:12][O:11][N:10]=2)=[CH:5][CH:4]=1.[H-].C([Al+]CC(C)C)C(C)C.Cl. The catalyst is O1CCCC1. The product is [F:20][C:2]([F:1])([F:19])[C:3]1[CH:4]=[CH:5][C:6]([C:9]2[C:13]([CH2:14][OH:15])=[CH:12][O:11][N:10]=2)=[CH:7][CH:8]=1. The yield is 0.950. (3) The reactants are C(OC(=O)[NH:7][C:8]1[CH:13]=[CH:12][CH:11]=[C:10]([C:14](=[O:30])[NH:15][CH2:16][CH:17]([OH:29])[CH2:18][N:19]2[CH2:28][CH2:27][C:26]3[C:21](=[CH:22][CH:23]=[CH:24][CH:25]=3)[CH2:20]2)[CH:9]=1)(C)(C)C.C(O)(C(F)(F)F)=O. The catalyst is C(Cl)Cl. The product is [NH2:7][C:8]1[CH:9]=[C:10]([CH:11]=[CH:12][CH:13]=1)[C:14]([NH:15][CH2:16][CH:17]([OH:29])[CH2:18][N:19]1[CH2:28][CH2:27][C:26]2[C:21](=[CH:22][CH:23]=[CH:24][CH:25]=2)[CH2:20]1)=[O:30]. The yield is 0.940. (4) The reactants are [NH2:1][C:2]1[CH:10]=[CH:9][C:5]([C:6]([OH:8])=[O:7])=[CH:4][CH:3]=1.CCN(CC)CC.[C:18](O[C:18]([O:20][C:21]([CH3:24])([CH3:23])[CH3:22])=[O:19])([O:20][C:21]([CH3:24])([CH3:23])[CH3:22])=[O:19]. The catalyst is O1CCOCC1.O. The product is [C:21]([O:20][C:18]([NH:1][C:2]1[CH:10]=[CH:9][C:5]([C:6]([OH:8])=[O:7])=[CH:4][CH:3]=1)=[O:19])([CH3:24])([CH3:23])[CH3:22]. The yield is 0.940. (5) The reactants are [C:1]([O:5][C:6]([C:8]1[O:9][C:10]2[CH:17]=[CH:16][CH:15]=[C:14]([OH:18])[C:11]=2[C:12]=1[CH3:13])=[O:7])([CH3:4])([CH3:3])[CH3:2].[Br:19]N1C(=O)CCC1=O. The catalyst is C(Cl)(Cl)(Cl)Cl. The product is [C:1]([O:5][C:6]([C:8]1[O:9][C:10]2[CH:17]=[CH:16][C:15]([Br:19])=[C:14]([OH:18])[C:11]=2[C:12]=1[CH3:13])=[O:7])([CH3:4])([CH3:2])[CH3:3]. The yield is 0.850. (6) The yield is 0.310. The reactants are [NH2:1][CH2:2][C@@H:3]1[CH2:12][C:11]2[C:6](=[CH:7][CH:8]=[CH:9][CH:10]=2)[CH2:5][N:4]1[C:13]([C:15]1[CH:20]=[C:19]([C:21](=[O:36])[NH:22][S:23]([C:26]2[CH:35]=[CH:34][C:33]3[C:28](=[CH:29][CH:30]=[CH:31][CH:32]=3)[CH:27]=2)(=[O:25])=[O:24])[CH:18]=[CH:17][C:16]=1[N:37]1[C:41]([CH3:42])=[C:40]([Cl:43])[C:39]([C:44]([N:46]([CH2:51][CH2:52][CH2:53][CH3:54])[CH2:47][CH2:48][CH2:49][CH3:50])=[O:45])=[N:38]1)=[O:14].[CH3:55][N:56]1[CH2:61][CH2:60][C:59](=O)[CH2:58][CH2:57]1.[BH-](OC(C)=O)(OC(C)=O)OC(C)=O.[Na+]. The product is [CH2:47]([N:46]([CH2:51][CH2:52][CH2:53][CH3:54])[C:44]([C:39]1[C:40]([Cl:43])=[C:41]([CH3:42])[N:37]([C:16]2[CH:17]=[CH:18][C:19]([C:21](=[O:36])[NH:22][S:23]([C:26]3[CH:35]=[CH:34][C:33]4[C:28](=[CH:29][CH:30]=[CH:31][CH:32]=4)[CH:27]=3)(=[O:25])=[O:24])=[CH:20][C:15]=2[C:13]([N:4]2[C@H:3]([CH2:2][NH:1][CH:59]3[CH2:60][CH2:61][N:56]([CH3:55])[CH2:57][CH2:58]3)[CH2:12][C:11]3[C:6](=[CH:7][CH:8]=[CH:9][CH:10]=3)[CH2:5]2)=[O:14])[N:38]=1)=[O:45])[CH2:48][CH2:49][CH3:50]. The catalyst is C(Cl)Cl.CC(O)C. (7) The reactants are [CH2:1]([O:8][C:9](=[O:37])[CH2:10][CH:11]([NH2:36])[C:12]([NH:14][CH:15]([C:26]([O:28][CH2:29][C:30]1[CH:35]=[CH:34][CH:33]=[CH:32][CH:31]=1)=[O:27])[CH2:16][C:17]1[C:25]2[C:20](=[CH:21][CH:22]=[CH:23][CH:24]=2)[NH:19][CH:18]=1)=[O:13])[C:2]1[CH:7]=[CH:6][CH:5]=[CH:4][CH:3]=1.[P:38]([CH2:42][C:43](O)=O)([OH:41])([OH:40])=[O:39].[CH:46]1[CH:47]=[CH:48][C:49]2N(O)N=N[C:50]=2[CH:51]=1.[CH2:56]1CN([P+](ON2N=NC3C=CC=CC2=3)(N2CCCC2)N2CCCC2)C[CH2:57]1.F[P-](F)(F)(F)(F)F.[CH3:89][CH2:90]N(C(C)C)C(C)C.[C:98]([O-:101])(O)=O.[Na+].[CH3:103]N(C=O)C. The catalyst is C(OCC)(=O)C.C(OCC)(=O)C.CCCCCC. The product is [CH2:1]([O:8][C:9](=[O:37])[CH2:10][CH:11]([NH:36][C:98](=[O:101])[CH:42]([P:38]([O:41][CH2:89][CH3:90])([O:40][CH2:56][CH3:57])=[O:39])[CH2:43][CH2:103][C:50]1[CH:49]=[CH:48][CH:47]=[CH:46][CH:51]=1)[C:12]([NH:14][CH:15]([C:26]([O:28][CH2:29][C:30]1[CH:31]=[CH:32][CH:33]=[CH:34][CH:35]=1)=[O:27])[CH2:16][C:17]1[C:25]2[C:20](=[CH:21][CH:22]=[CH:23][CH:24]=2)[NH:19][CH:18]=1)=[O:13])[C:2]1[CH:7]=[CH:6][CH:5]=[CH:4][CH:3]=1. The yield is 0.710.